Dataset: Reaction yield outcomes from USPTO patents with 853,638 reactions. Task: Predict the reaction yield, written as a fraction of the theoretical maximum amount of product (1.0 means a 100% yield; for example, 0.34 means a 34% yield). (1) The catalyst is C(O)C.[Pd]. The product is [F:19][C:17]([C:20]1[CH:21]=[C:22]([N:26]2[C:30](=[O:31])[CH2:29][NH:28][C:27]2=[O:32])[CH:23]=[CH:24][CH:25]=1)([F:18])[CH2:16][O:15][CH2:14][CH2:13][CH2:12][CH2:11][CH2:10][CH2:9][OH:8]. The reactants are C([O:8][CH2:9][CH2:10][CH2:11][CH2:12][CH2:13][CH2:14][O:15][CH2:16][C:17]([C:20]1[CH:21]=[C:22]([N:26]2[C:30](=[O:31])[CH2:29][NH:28][C:27]2=[O:32])[CH:23]=[CH:24][CH:25]=1)([F:19])[F:18])C1C=CC=CC=1. The yield is 0.960. (2) The reactants are [CH:1]1([C:4]2[N:8]([C:9]([O:11][C:12]([CH3:15])([CH3:14])[CH3:13])=[O:10])[C:7]3[CH:16]=[C:17]([C:22]4[C:23]([CH3:28])=[N:24][O:25][C:26]=4[CH3:27])[CH:18]=[C:19]([CH:20]=[O:21])[C:6]=3[N:5]=2)[CH2:3][CH2:2]1.C(B([CH2:34][CH3:35])CC)C.[C:36]([O:40]O)(C)(C)[CH3:37]. The catalyst is C1COCC1. The product is [CH:1]1([C:4]2[N:8]([C:9]([O:11][C:12]([CH3:15])([CH3:14])[CH3:13])=[O:10])[C:7]3[CH:16]=[C:17]([C:22]4[C:23]([CH3:28])=[N:24][O:25][C:26]=4[CH3:27])[CH:18]=[C:19]([CH:20]([OH:21])[CH:35]4[CH2:34][CH2:37][CH2:36][O:40]4)[C:6]=3[N:5]=2)[CH2:2][CH2:3]1. The yield is 0.530.